From a dataset of Forward reaction prediction with 1.9M reactions from USPTO patents (1976-2016). Predict the product of the given reaction. (1) Given the reactants [N:1]1[CH:6]=[CH:5][CH:4]=[CH:3][C:2]=1[CH:7]=[CH:8][C:9]1[C:17]2[C:12](=[CH:13][C:14]([NH:18][C:19]3[CH:27]=[CH:26][CH:25]=[CH:24][C:20]=3[C:21]([O-])=[O:22])=[CH:15][CH:16]=2)[NH:11][N:10]=1.C([N+](CCCC)(CCCC)CCCC)CCC.[NH2:45][CH2:46][C:47]#[C:48][CH2:49][OH:50], predict the reaction product. The product is: [OH:50][CH2:49][C:48]#[C:47][CH2:46][NH:45][C:21](=[O:22])[C:20]1[CH:24]=[CH:25][CH:26]=[CH:27][C:19]=1[NH:18][C:14]1[CH:13]=[C:12]2[C:17]([C:9]([CH:8]=[CH:7][C:2]3[CH:3]=[CH:4][CH:5]=[CH:6][N:1]=3)=[N:10][NH:11]2)=[CH:16][CH:15]=1. (2) Given the reactants [Cl:1][C:2]1[C:7]([Cl:8])=[CH:6][CH:5]=[CH:4][C:3]=1[C:9]([N:11]1[CH:16]=[CH:15][C:14]2[N:17]([C:20]3[N:25]=[C:24]([CH3:26])[CH:23]=[CH:22][N:21]=3)[N:18]=[N:19][C:13]=2[CH:12]1[CH3:27])=[O:10].ClC1C(C(F)(F)F)=CC=CC=1C(N1C=CC2N(C3C(C)=CC(C)=CN=3)N=NC=2C1C)=O, predict the reaction product. The product is: [Cl:1][C:2]1[C:7]([Cl:8])=[CH:6][CH:5]=[CH:4][C:3]=1[C:9]([N:11]1[CH2:16][CH2:15][C:14]2[N:17]([C:20]3[N:25]=[C:24]([CH3:26])[CH:23]=[CH:22][N:21]=3)[N:18]=[N:19][C:13]=2[CH:12]1[CH3:27])=[O:10]. (3) Given the reactants [F:1][C:2]1[CH:3]=[C:4]([S:9]([C:12]2[CH:13]=[C:14]3[C:18](=[CH:19][CH:20]=2)[N:17]([C:21]([C:34]2[CH:39]=[CH:38][CH:37]=[CH:36][CH:35]=2)([C:28]2[CH:33]=[CH:32][CH:31]=[CH:30][CH:29]=2)[C:22]2[CH:27]=[CH:26][CH:25]=[CH:24][CH:23]=2)[N:16]=[C:15]3[NH:40][C:41](=[O:64])[C:42]2[CH:47]=[CH:46][C:45]([N+:48]([O-])=O)=[CH:44][C:43]=2[N:51]([CH:58]2[CH2:63][CH2:62][O:61][CH2:60][CH2:59]2)[C:52](=[O:57])[C:53]([F:56])([F:55])[F:54])(=[O:11])=[O:10])[CH:5]=[C:6]([F:8])[CH:7]=1.C1CCCCC=1, predict the reaction product. The product is: [NH2:48][C:45]1[CH:46]=[CH:47][C:42]([C:41]([NH:40][C:15]2[C:14]3[C:18](=[CH:19][CH:20]=[C:12]([S:9]([C:4]4[CH:5]=[C:6]([F:8])[CH:7]=[C:2]([F:1])[CH:3]=4)(=[O:10])=[O:11])[CH:13]=3)[N:17]([C:21]([C:34]3[CH:39]=[CH:38][CH:37]=[CH:36][CH:35]=3)([C:28]3[CH:29]=[CH:30][CH:31]=[CH:32][CH:33]=3)[C:22]3[CH:27]=[CH:26][CH:25]=[CH:24][CH:23]=3)[N:16]=2)=[O:64])=[C:43]([N:51]([CH:58]2[CH2:59][CH2:60][O:61][CH2:62][CH2:63]2)[C:52](=[O:57])[C:53]([F:56])([F:54])[F:55])[CH:44]=1. (4) The product is: [NH2:71][C:69]1[N:68]=[CH:67][N:66]=[C:65]2[N:64]([C@@H:72]3[CH2:76][CH2:75][N:74]([C:7](=[O:8])/[CH:6]=[CH:5]/[CH2:4][N:3]([CH3:10])[CH3:2])[CH2:73]3)[N:63]=[C:62]([C:46]3[CH:47]=[CH:48][C:49]([O:51][C:52]4[C:57]([F:58])=[C:56]([F:59])[CH:55]=[C:54]([F:60])[C:53]=4[F:61])=[CH:50][C:45]=3[F:44])[C:70]=12.[ClH:1]. Given the reactants [ClH:1].[CH3:2][N:3]([CH3:10])[CH2:4]/[CH:5]=[CH:6]/[C:7](O)=[O:8].CCN(C(C)C)C(C)C.CN(C(ON1N=NC2C=CC=NC1=2)=[N+](C)C)C.F[P-](F)(F)(F)(F)F.[F:44][C:45]1[CH:50]=[C:49]([O:51][C:52]2[C:57]([F:58])=[C:56]([F:59])[CH:55]=[C:54]([F:60])[C:53]=2[F:61])[CH:48]=[CH:47][C:46]=1[C:62]1[C:70]2[C:65](=[N:66][CH:67]=[N:68][C:69]=2[NH2:71])[N:64]([C@@H:72]2[CH2:76][CH2:75][NH:74][CH2:73]2)[N:63]=1, predict the reaction product. (5) Given the reactants [CH3:1][S:2]([C:5]1[S:6][CH:7]=[CH:8][CH:9]=1)(=[O:4])=[O:3].[Cl:10][S:11](O)(=[O:13])=[O:12], predict the reaction product. The product is: [CH3:1][S:2]([C:5]1[S:6][C:7]([S:11]([Cl:10])(=[O:13])=[O:12])=[CH:8][CH:9]=1)(=[O:4])=[O:3]. (6) Given the reactants C(C([CH2:7][CH2:8][NH:9][C:10]1[CH:32]=[N:31][C:13]2[N:14](COCC[Si](C)(C)C)[C:15]3[CH:20]=[N:19][C:18]([C:21]#[N:22])=[CH:17][C:16]=3[C:12]=2[CH:11]=1)=O)(C)(C)C.Br.[OH-].[Na+].Cl, predict the reaction product. The product is: [CH2:8]([NH:9][C:10]1[CH:32]=[N:31][C:13]2[NH:14][C:15]3[CH:20]=[N:19][C:18]([C:21]#[N:22])=[CH:17][C:16]=3[C:12]=2[CH:11]=1)[CH3:7].